Dataset: Full USPTO retrosynthesis dataset with 1.9M reactions from patents (1976-2016). Task: Predict the reactants needed to synthesize the given product. Given the product [CH3:1][O:2][C:3]1[C:8]([O:9][CH3:10])=[C:7]([OH:11])[C:6]([CH3:19])=[C:5]([CH2:20][CH2:21][CH2:22][CH2:23][CH2:24][CH2:25][CH2:26][CH2:27][CH2:28][O:29][S:30]([C:33]2[CH:39]=[CH:38][C:36]([CH3:37])=[CH:35][CH:34]=2)(=[O:31])=[O:32])[N:4]=1, predict the reactants needed to synthesize it. The reactants are: [CH3:1][O:2][C:3]1[C:8]([O:9][CH3:10])=[C:7]([O:11]CC2C=CC=CC=2)[C:6]([CH3:19])=[C:5]([CH2:20][CH2:21][CH2:22][CH2:23][CH2:24][CH2:25][CH2:26][CH2:27][CH2:28][O:29][S:30]([C:33]2[CH:39]=[CH:38][C:36]([CH3:37])=[CH:35][CH:34]=2)(=[O:32])=[O:31])[N:4]=1.[H][H].